Dataset: Forward reaction prediction with 1.9M reactions from USPTO patents (1976-2016). Task: Predict the product of the given reaction. Given the reactants [C:14]1(P([C:14]2[CH:19]=[CH:18][CH:17]=[CH:16][CH:15]=2)[C:14]2[CH:19]=[CH:18][CH:17]=[CH:16][CH:15]=2)[CH:19]=[CH:18][CH:17]=[CH:16][CH:15]=1.N(C(O[CH:31]([CH3:33])[CH3:32])=O)=NC(OC(C)C)=O.[C:34]([OH:37])(=[S:36])[CH3:35].[CH3:38][CH2:39][CH2:40][CH2:41][CH2:42][CH2:43]C, predict the reaction product. The product is: [C:34](=[O:37])([S:36][CH2:38][CH2:39]/[CH:40]=[CH:41]\[CH2:42]/[CH:43]=[CH:33]\[CH2:31]/[CH:32]=[CH:15]\[CH2:16]/[CH:17]=[CH:18]\[CH2:19][CH3:14])[CH3:35].